This data is from Catalyst prediction with 721,799 reactions and 888 catalyst types from USPTO. The task is: Predict which catalyst facilitates the given reaction. (1) Reactant: [CH2:1]([C:5]1[CH:10]=[CH:9][C:8]([NH:11][CH3:12])=[CH:7][CH:6]=1)[CH2:2][CH2:3][CH3:4].C(=O)([O-])[O-].[K+].[K+].C(#N)C.Cl[CH2:23][C:24]([N:26]1[CH2:31][CH2:30][N:29]([C:32]2[C:37]([C:38]#[N:39])=[N:36][CH:35]=[CH:34][N:33]=2)[CH2:28][CH2:27]1)=[O:25]. Product: [CH2:1]([C:5]1[CH:6]=[CH:7][C:8]([N:11]([CH3:12])[CH2:23][C:24]([N:26]2[CH2:31][CH2:30][N:29]([C:32]3[C:37]([C:38]#[N:39])=[N:36][CH:35]=[CH:34][N:33]=3)[CH2:28][CH2:27]2)=[O:25])=[CH:9][CH:10]=1)[CH2:2][CH2:3][CH3:4]. The catalyst class is: 6. (2) Reactant: [CH2:1]([NH:5][CH2:6][C:7]1[CH:12]=[CH:11][C:10]([C:13]([F:16])([F:15])[F:14])=[CH:9][CH:8]=1)[CH2:2][CH2:3][CH3:4].[CH2:17]([O:19][C@H:20]([C:33]([O:35][CH2:36][CH3:37])=[O:34])[CH2:21][C:22]1[CH:32]=[CH:31][C:25]([O:26][CH2:27][C:28](O)=[O:29])=[CH:24][CH:23]=1)[CH3:18].C(N(CC)C(C)C)(C)C.F[B-](F)(F)F.N1(OC(N(C)C)=[N+](C)C)C2C=CC=CC=2N=N1. Product: [CH2:1]([N:5]([CH2:6][C:7]1[CH:8]=[CH:9][C:10]([C:13]([F:14])([F:15])[F:16])=[CH:11][CH:12]=1)[C:28](=[O:29])[CH2:27][O:26][C:25]1[CH:24]=[CH:23][C:22]([CH2:21][C@H:20]([O:19][CH2:17][CH3:18])[C:33]([O:35][CH2:36][CH3:37])=[O:34])=[CH:32][CH:31]=1)[CH2:2][CH2:3][CH3:4]. The catalyst class is: 2. (3) Product: [CH3:1][C:2]1[CH:7]=[CH:6][C:5]([C:8]2[C:16]3[C:11](=[CH:12][CH:13]=[C:14]([C:17]4[N:21]=[CH:20][NH:19][N:18]=4)[CH:15]=3)[NH:10][N:9]=2)=[CH:4][CH:3]=1. Reactant: [CH3:1][C:2]1[CH:7]=[CH:6][C:5]([C:8]2(C(C3CCCCO3)=O)[C:16]3[C:11](=[CH:12][CH:13]=[C:14]([C:17]4[N:21]=[CH:20][N:19](C5C=CC(C)=C(C)C=5C)[N:18]=4)[CH:15]=3)[NH:10][NH:9]2)=[CH:4][CH:3]=1.[OH-].[Na+]. The catalyst class is: 89. (4) The catalyst class is: 37. Product: [Cl:17][C:14]1[CH:15]=[CH:16][C:11]([N:8]2[CH2:9][CH2:10][N:5]([C:3](=[O:4])[CH2:2][N:20]3[CH2:25][CH2:24][NH:23][CH2:22][CH2:21]3)[CH2:6][CH2:7]2)=[CH:12][C:13]=1[O:18][CH3:19]. Reactant: Cl[CH2:2][C:3]([N:5]1[CH2:10][CH2:9][N:8]([C:11]2[CH:16]=[CH:15][C:14]([Cl:17])=[C:13]([O:18][CH3:19])[CH:12]=2)[CH2:7][CH2:6]1)=[O:4].[NH:20]1[CH2:25][CH2:24][NH:23][CH2:22][CH2:21]1. (5) Reactant: [Cl:1][C:2]1[CH:7]=[CH:6][C:5]([C:8]2[NH:9][C:10](=[O:17])[N:11]([CH2:13][C:14]([OH:16])=O)[CH:12]=2)=[CH:4][CH:3]=1.C1C=CC2N(O)N=NC=2C=1.CCN=C=NCCCN(C)C.Cl.[F:40][C:41]([F:53])([F:52])[C:42]1[CH:43]=[C:44]([C:48]([NH2:51])([CH3:50])[CH3:49])[CH:45]=[CH:46][CH:47]=1. Product: [Cl:1][C:2]1[CH:3]=[CH:4][C:5]([C:8]2[NH:9][C:10](=[O:17])[N:11]([CH2:13][C:14]([NH:51][C:48]([CH3:50])([C:44]3[CH:45]=[CH:46][CH:47]=[C:42]([C:41]([F:40])([F:52])[F:53])[CH:43]=3)[CH3:49])=[O:16])[CH:12]=2)=[CH:6][CH:7]=1. The catalyst class is: 18. (6) Reactant: Cl[CH2:2][C:3]([C:5]1[CH:10]=[CH:9][C:8]([C:11]2([C:14]([O:16][CH3:17])=[O:15])[CH2:13][CH2:12]2)=[CH:7][CH:6]=1)=O.[NH2:18][C:19]([NH2:21])=[S:20]. Product: [NH2:21][C:19]1[S:20][CH:2]=[C:3]([C:5]2[CH:10]=[CH:9][C:8]([C:11]3([C:14]([O:16][CH3:17])=[O:15])[CH2:13][CH2:12]3)=[CH:7][CH:6]=2)[N:18]=1. The catalyst class is: 162.